The task is: Predict which catalyst facilitates the given reaction.. This data is from Catalyst prediction with 721,799 reactions and 888 catalyst types from USPTO. (1) Reactant: Cl.[Br:2][C:3]1[CH:8]=[C:7]([CH3:9])[C:6]([C:10]2[C:14]3[N:15]=[C:16]([CH3:28])[N:17]=[C:18]([N:19]4[CH2:24][CH2:23][CH:22]([CH2:25][C:26]#[N:27])[CH2:21][CH2:20]4)[C:13]=3[S:12][C:11]=2[CH3:29])=[C:5]([CH3:30])[CH:4]=1.[OH-].[Na+].C([O-])(O)=[O:34].[Na+]. Product: [Br:2][C:3]1[CH:8]=[C:7]([CH3:9])[C:6]([C:10]2[C:14]3[N:15]=[C:16]([CH3:28])[N:17]=[C:18]([N:19]4[CH2:20][CH2:21][CH:22]([CH2:25][C:26]([NH2:27])=[O:34])[CH2:23][CH2:24]4)[C:13]=3[S:12][C:11]=2[CH3:29])=[C:5]([CH3:30])[CH:4]=1. The catalyst class is: 82. (2) Reactant: [BH4-].[Na+].CO.C[O:6][C:7](=O)[CH2:8][C:9]1[CH:14]=[CH:13][CH:12]=[C:11]([C:15]2[CH:23]=[CH:22][CH:21]=[C:20]3[C:16]=2[CH2:17][C:18](=[O:24])[NH:19]3)[CH:10]=1.[Cl-].[Cl-].[Ca+2]. Product: [OH:6][CH2:7][CH2:8][C:9]1[CH:10]=[C:11]([C:15]2[CH:23]=[CH:22][CH:21]=[C:20]3[C:16]=2[CH2:17][C:18](=[O:24])[NH:19]3)[CH:12]=[CH:13][CH:14]=1. The catalyst class is: 1. (3) Reactant: [CH3:1][C:2]1[C:3]2[CH:10]=[CH:9][NH:8][C:4]=2[N:5]=[CH:6][N:7]=1.[I:11]N1C(=O)CCC1=O. Product: [I:11][C:10]1[C:3]2[C:2]([CH3:1])=[N:7][CH:6]=[N:5][C:4]=2[NH:8][CH:9]=1. The catalyst class is: 4. (4) Reactant: [C:1]([O:7][CH2:8][CH3:9])(=[O:6])[CH2:2][C:3]([CH3:5])=O.[Cl:10][C:11]1[C:18]([Cl:19])=[CH:17][CH:16]=[CH:15][C:12]=1[CH:13]=O.[NH4+:20].[OH-:21]. Product: [Cl:10][C:11]1[C:18]([Cl:19])=[CH:17][CH:16]=[CH:15][C:12]=1[CH:13]1[C:2]([C:1]([O:7][CH2:8][CH3:9])=[O:6])=[C:3]([CH3:5])[NH:20][C:3]([CH3:5])=[C:2]1[C:1]([O:7][CH2:8][CH3:9])=[O:21]. The catalyst class is: 271.